Dataset: Reaction yield outcomes from USPTO patents with 853,638 reactions. Task: Predict the reaction yield, written as a fraction of the theoretical maximum amount of product (1.0 means a 100% yield; for example, 0.34 means a 34% yield). (1) The reactants are [CH3:1][NH:2][C:3]1[CH:8]=[CH:7][CH:6]=[CH:5][CH:4]=1.CC(C)([O-])C.[Na+].C(P(C(C)(C)C)C1C=CC=CC=1C1C=CC=CC=1)(C)(C)C.Br[C:37]1[CH:38]=[C:39]2[C:43](=[C:44]([C:46]#[N:47])[CH:45]=1)[N:42]([CH2:48][O:49][CH2:50][CH2:51][Si:52]([CH3:55])([CH3:54])[CH3:53])[CH:41]=[C:40]2[CH:56]1[CH2:61][CH2:60][N:59]([S:62]([CH2:65][CH3:66])(=[O:64])=[O:63])[CH2:58][CH2:57]1. The catalyst is C1C=CC(/C=C/C(/C=C/C2C=CC=CC=2)=O)=CC=1.C1C=CC(/C=C/C(/C=C/C2C=CC=CC=2)=O)=CC=1.C1C=CC(/C=C/C(/C=C/C2C=CC=CC=2)=O)=CC=1.[Pd].[Pd].O.CCOCC.CCOC(C)=O. The product is [CH2:65]([S:62]([N:59]1[CH2:58][CH2:57][CH:56]([C:40]2[C:39]3[C:43](=[C:44]([C:46]#[N:47])[CH:45]=[C:37]([N:2]([CH3:1])[C:3]4[CH:8]=[CH:7][CH:6]=[CH:5][CH:4]=4)[CH:38]=3)[N:42]([CH2:48][O:49][CH2:50][CH2:51][Si:52]([CH3:55])([CH3:53])[CH3:54])[CH:41]=2)[CH2:61][CH2:60]1)(=[O:63])=[O:64])[CH3:66]. The yield is 0.570. (2) The reactants are [C:1]12([NH:11][CH2:12][C:13]3[CH:14]=[C:15](/[CH:19]=[CH:20]/[C:21](O)=[O:22])[N:16]([CH3:18])[CH:17]=3)[CH2:10][CH:5]3[CH2:6][CH:7]([CH2:9][CH:3]([CH2:4]3)[CH2:2]1)[CH2:8]2.CCN=C=NCCCN(C)C.[CH:35]1[CH:36]=[CH:37][C:38]2[N:43](O)N=[N:41][C:39]=2[CH:40]=1.C1(N)C=CC=CC=1N.C(N(CC)CC)C. The catalyst is CN(C=O)C.O. The product is [NH2:41][C:39]1[CH:40]=[CH:35][CH:36]=[CH:37][C:38]=1[NH:43][C:21](=[O:22])/[CH:20]=[CH:19]/[C:15]1[N:16]([CH3:18])[CH:17]=[C:13]([CH2:12][NH:11][C:1]23[CH2:10][CH:5]4[CH2:6][CH:7]([CH2:9][CH:3]([CH2:4]4)[CH2:2]2)[CH2:8]3)[CH:14]=1. The yield is 0.250. (3) The reactants are [F:1][C:2]1[CH:3]=[C:4]([N:9]2[CH2:13][CH2:12][CH2:11][C@@H:10]2[C:14]2[CH:15]=[C:16]([C:31]([OH:33])=O)[CH:17]=[C:18]3[C:23]=2[O:22][C:21]([N:24]2[CH2:29][CH2:28][O:27][CH2:26][CH2:25]2)=[CH:20][C:19]3=[O:30])[CH:5]=[C:6]([F:8])[CH:7]=1.CCN(C(C)C)C(C)C.[CH3:43][N:44]1[CH2:49][CH2:48][NH:47][CH2:46][CH2:45]1. The catalyst is C(Cl)Cl. The product is [F:8][C:6]1[CH:5]=[C:4]([N:9]2[CH2:13][CH2:12][CH2:11][C@@H:10]2[C:14]2[CH:15]=[C:16]([C:31]([N:47]3[CH2:48][CH2:49][N:44]([CH3:43])[CH2:45][CH2:46]3)=[O:33])[CH:17]=[C:18]3[C:23]=2[O:22][C:21]([N:24]2[CH2:29][CH2:28][O:27][CH2:26][CH2:25]2)=[CH:20][C:19]3=[O:30])[CH:3]=[C:2]([F:1])[CH:7]=1. The yield is 0.590. (4) The reactants are [C:1]([O:5][C:6](=[O:33])[NH:7][C:8]1[CH:13]=[CH:12][CH:11]=[C:10]([O:14][C:15]2[CH:20]=[C:19]([F:21])[CH:18]=[C:17]([NH:22][C:23]3[CH:28]=[CH:27][C:26]([I:29])=[CH:25][C:24]=3[F:30])[C:16]=2[C:31]#[N:32])[CH:9]=1)([CH3:4])([CH3:3])[CH3:2].[OH-].[Na+].OO.C(OCC)(=[O:40])C. The catalyst is CS(C)=O. The product is [C:1]([O:5][C:6](=[O:33])[NH:7][C:8]1[CH:13]=[CH:12][CH:11]=[C:10]([O:14][C:15]2[CH:20]=[C:19]([F:21])[CH:18]=[C:17]([NH:22][C:23]3[CH:28]=[CH:27][C:26]([I:29])=[CH:25][C:24]=3[F:30])[C:16]=2[C:31](=[O:40])[NH2:32])[CH:9]=1)([CH3:4])([CH3:2])[CH3:3]. The yield is 0.420.